Task: Predict the reactants needed to synthesize the given product.. Dataset: Full USPTO retrosynthesis dataset with 1.9M reactions from patents (1976-2016) (1) Given the product [CH:1]1([O:6][CH:7]([C:11]2[CH:16]=[CH:15][C:14]([Cl:17])=[C:13]([Cl:18])[CH:12]=2)[C:8]([NH:38][C:39]2[CH:44]=[CH:43][CH:42]=[CH:41][N:40]=2)=[O:10])[CH2:2][CH2:3][CH2:4][CH2:5]1, predict the reactants needed to synthesize it. The reactants are: [CH:1]1([O:6][CH:7]([C:11]2[CH:16]=[CH:15][C:14]([Cl:17])=[C:13]([Cl:18])[CH:12]=2)[C:8]([OH:10])=O)[CH2:5][CH2:4][CH2:3][CH2:2]1.C(N(CC)CC)C.ClC1C=C(Cl)C=C(Cl)C=1C(Cl)=O.[NH2:38][C:39]1[CH:44]=[CH:43][CH:42]=[CH:41][N:40]=1. (2) Given the product [F:49][C:37]1[CH:38]=[C:39]([N:42]2[CH:47]=[CH:46][CH:45]=[CH:44][C:43]2=[O:48])[CH:40]=[CH:41][C:36]=1[NH:35][C:34]([N:12]1[CH2:13][C@@H:9]([OH:8])[C@H:10]([CH2:14][NH:15][C:16]([C:18]2[S:19][C:20]([Cl:23])=[CH:21][CH:22]=2)=[O:17])[CH2:11]1)=[O:33], predict the reactants needed to synthesize it. The reactants are: FC(F)(F)C(O)=O.[OH:8][C@@H:9]1[CH2:13][NH:12][CH2:11][C@H:10]1[CH2:14][NH:15][C:16]([C:18]1[S:19][C:20]([Cl:23])=[CH:21][CH:22]=1)=[O:17].[N+](C1C=CC([O:33][C:34](=O)[NH:35][C:36]2[CH:41]=[CH:40][C:39]([N:42]3[CH:47]=[CH:46][CH:45]=[CH:44][C:43]3=[O:48])=[CH:38][C:37]=2[F:49])=CC=1)([O-])=O. (3) Given the product [CH3:36][CH2:35][O:34][C:32]([NH:17][C:3]1[CH:4]=[CH:5][C:6]([NH:8][CH2:9][C:10]2[CH:15]=[CH:14][C:13]([F:16])=[CH:12][CH:11]=2)=[CH:7][C:2]=1[NH2:1])=[O:33], predict the reactants needed to synthesize it. The reactants are: [NH2:1][C:2]1[CH:7]=[C:6]([NH:8][CH2:9][C:10]2[CH:15]=[CH:14][C:13]([F:16])=[CH:12][CH:11]=2)[CH:5]=[CH:4][C:3]=1[N+:17]([O-])=O.[Cl-].[NH4+].C(N(C(C)C)CC)(C)C.Cl[C:32]([O:34][CH2:35][CH3:36])=[O:33]. (4) Given the product [CH2:1]([N:8]1[CH2:13][CH:12]([CH2:14][CH2:15][CH3:16])[CH:11]([C:17]2[CH:22]=[CH:21][C:20]([F:23])=[CH:19][CH:18]=2)[CH:10]([O:24][CH2:43][C:35]2[CH:34]=[C:33]([O:32][CH2:25][C:26]3[CH:31]=[CH:30][CH:29]=[CH:28][CH:27]=3)[C:42]3[C:37](=[CH:38][CH:39]=[CH:40][CH:41]=3)[CH:36]=2)[CH2:9]1)[C:2]1[CH:3]=[CH:4][CH:5]=[CH:6][CH:7]=1, predict the reactants needed to synthesize it. The reactants are: [CH2:1]([N:8]1[CH2:13][CH:12]([CH2:14][CH2:15][CH3:16])[CH:11]([C:17]2[CH:22]=[CH:21][C:20]([F:23])=[CH:19][CH:18]=2)[CH:10]([OH:24])[CH2:9]1)[C:2]1[CH:7]=[CH:6][CH:5]=[CH:4][CH:3]=1.[CH2:25]([O:32][C:33]1[C:42]2[C:37](=[CH:38][CH:39]=[CH:40][CH:41]=2)[CH:36]=[C:35]([CH2:43]Cl)[CH:34]=1)[C:26]1[CH:31]=[CH:30][CH:29]=[CH:28][CH:27]=1. (5) Given the product [OH:9][CH2:8][C:7]([C:5]1[O:4][N:3]=[C:2]([NH:1][C:19](=[O:20])[O:21][C:22]2[CH:27]=[CH:26][CH:25]=[CH:24][CH:23]=2)[CH:6]=1)([CH3:11])[CH3:10], predict the reactants needed to synthesize it. The reactants are: [NH2:1][C:2]1[CH:6]=[C:5]([C:7]([CH3:11])([CH3:10])[CH2:8][OH:9])[O:4][N:3]=1.C(=O)([O-])[O-].[K+].[K+].Cl[C:19]([O:21][C:22]1[CH:27]=[CH:26][CH:25]=[CH:24][CH:23]=1)=[O:20]. (6) The reactants are: C([O:4][CH2:5][C:6]1[C:7]([N:32]2[CH2:44][CH2:43][N:35]3[C:36]4[CH2:37][CH2:38][CH2:39][CH2:40][C:41]=4[CH:42]=[C:34]3[C:33]2=[O:45])=[N:8][CH:9]=[CH:10][C:11]=1[C:12]1[CH:17]=[C:16]([NH:18][C:19]2[CH:29]=[C:22]3[CH2:23][N:24]([CH3:28])[CH:25]([CH3:27])[CH2:26][N:21]3[N:20]=2)[C:15](=[O:30])[N:14]([CH3:31])[CH:13]=1)(=O)C.[OH-].[Li+]. Given the product [CH3:28][N:24]1[CH:25]([CH3:27])[CH2:26][N:21]2[N:20]=[C:19]([NH:18][C:16]3[C:15](=[O:30])[N:14]([CH3:31])[CH:13]=[C:12]([C:11]4[CH:10]=[CH:9][N:8]=[C:7]([N:32]5[CH2:44][CH2:43][N:35]6[C:36]7[CH2:37][CH2:38][CH2:39][CH2:40][C:41]=7[CH:42]=[C:34]6[C:33]5=[O:45])[C:6]=4[CH2:5][OH:4])[CH:17]=3)[CH:29]=[C:22]2[CH2:23]1, predict the reactants needed to synthesize it. (7) Given the product [Br:5][CH2:1][C:29]1[CH:30]=[CH:31][C:26]([Cl:25])=[C:27]([C:34]([F:37])([F:36])[F:35])[CH:28]=1, predict the reactants needed to synthesize it. The reactants are: [C:1]([Br:5])(Br)(Br)Br.C1(P(C2C=CC=CC=2)C2C=CC=CC=2)C=CC=CC=1.[Cl:25][C:26]1[CH:31]=[CH:30][C:29](CO)=[CH:28][C:27]=1[C:34]([F:37])([F:36])[F:35].CCCCCC. (8) Given the product [CH2:32]([O:31][P:30]([CH2:29][C:28]1[CH:38]=[CH:39][C:25]([NH:24][C:16]2[N:15]=[C:14]([NH:13][C:5]3[CH:4]=[CH:3][C:2]([N:40]4[CH2:45][CH2:44][S:43](=[O:47])(=[O:46])[CH2:42][CH2:41]4)=[C:10]4[C:6]=3[C:7](=[O:12])[N:8]([CH3:11])[CH2:9]4)[C:19]([C:20]([F:23])([F:22])[F:21])=[CH:18][N:17]=2)=[CH:26][CH:27]=1)(=[O:37])[O:34][CH2:35][CH3:36])[CH3:33], predict the reactants needed to synthesize it. The reactants are: Br[C:2]1[CH:3]=[CH:4][C:5]([NH:13][C:14]2[C:19]([C:20]([F:23])([F:22])[F:21])=[CH:18][N:17]=[C:16]([NH:24][C:25]3[CH:39]=[CH:38][C:28]([CH2:29][P:30](=[O:37])([O:34][CH2:35][CH3:36])[O:31][CH2:32][CH3:33])=[CH:27][CH:26]=3)[N:15]=2)=[C:6]2[C:10]=1[CH2:9][N:8]([CH3:11])[C:7]2=[O:12].[NH:40]1[CH2:45][CH2:44][S:43](=[O:47])(=[O:46])[CH2:42][CH2:41]1.C([O-])([O-])=O.[Cs+].[Cs+].[O-]P([O-])([O-])=O.[K+].[K+].[K+]. (9) Given the product [Cl:1][C:2]1[CH:31]=[CH:30][C:5]([CH2:6][N:7]2[C:15]3[C:10](=[CH:11][C:12](/[CH:16]=[C:17]4/[C:18](=[O:29])[N:19]([N:23]5[CH2:24][CH2:25][N:26]([CH2:37][C:38]([NH2:40])=[O:39])[CH2:27][CH2:28]5)[C:20](=[O:22])[S:21]/4)=[CH:13][CH:14]=3)[CH:9]=[N:8]2)=[C:4]([C:32]([F:35])([F:34])[F:33])[CH:3]=1, predict the reactants needed to synthesize it. The reactants are: [Cl:1][C:2]1[CH:31]=[CH:30][C:5]([CH2:6][N:7]2[C:15]3[C:10](=[CH:11][C:12](/[CH:16]=[C:17]4/[C:18](=[O:29])[N:19]([N:23]5[CH2:28][CH2:27][NH:26][CH2:25][CH2:24]5)[C:20](=[O:22])[S:21]/4)=[CH:13][CH:14]=3)[CH:9]=[N:8]2)=[C:4]([C:32]([F:35])([F:34])[F:33])[CH:3]=1.Br[CH2:37][C:38]([NH2:40])=[O:39].